From a dataset of Catalyst prediction with 721,799 reactions and 888 catalyst types from USPTO. Predict which catalyst facilitates the given reaction. (1) Reactant: N[C:2]1[NH:3][C:4](=[O:18])[C:5]2[N:6]([CH2:11][C:12]3[CH:17]=[CH:16][CH:15]=[CH:14][CH:13]=3)[CH:7]=[N:8][C:9]=2[N:10]=1.C(=O)([O-])[O-:20].[K+].[K+].[CH3:25][Si:26]([CH3:33])([CH3:32])[CH2:27][CH2:28][O:29][CH2:30]Cl. Product: [CH2:11]([N:6]1[C:5]2[C:4](=[O:18])[NH:3][C:2](=[O:20])[N:10]([CH2:30][O:29][CH2:28][CH2:27][Si:26]([CH3:33])([CH3:32])[CH3:25])[C:9]=2[N:8]=[CH:7]1)[C:12]1[CH:13]=[CH:14][CH:15]=[CH:16][CH:17]=1. The catalyst class is: 18. (2) Reactant: [NH2:1][N:2]1[CH:6]=[C:5]([F:7])[CH:4]=[C:3]1[C:8]([O:10]C)=O.C(O/[CH:15]=[CH:16]/[C:17]([O:19][CH2:20][CH3:21])=[O:18])C.C1(C)C(S(O)(=O)=O)=CC=CC=1.CC(C)([O-])C.[Na+]. Product: [F:7][C:5]1[CH:4]=[C:3]2[C:8]([OH:10])=[C:16]([C:17]([O:19][CH2:20][CH3:21])=[O:18])[CH:15]=[N:1][N:2]2[CH:6]=1. The catalyst class is: 40. (3) Reactant: [I:1][C:2]1[N:3]=[C:4]([CH3:7])[NH:5][CH:6]=1.C1(C)C=CC(S(O[CH2:18][C:19]([F:22])([F:21])[F:20])(=O)=O)=CC=1.C(=O)([O-])[O-].[Cs+].[Cs+]. Product: [I:1][C:2]1[N:3]=[C:4]([CH3:7])[N:5]([CH2:18][C:19]([F:22])([F:21])[F:20])[CH:6]=1. The catalyst class is: 248.